Dataset: Reaction yield outcomes from USPTO patents with 853,638 reactions. Task: Predict the reaction yield, written as a fraction of the theoretical maximum amount of product (1.0 means a 100% yield; for example, 0.34 means a 34% yield). (1) The reactants are [NH2:1][C:2]1[C:3]([Cl:11])=[C:4]([CH:8]=[CH:9][CH:10]=1)[C:5]([OH:7])=[O:6].[N:12]([O-])=O.[Na+].O.O.[Sn](Cl)Cl. The catalyst is Cl.O. The product is [ClH:11].[Cl:11][C:3]1[C:2]([NH:1][NH2:12])=[CH:10][CH:9]=[CH:8][C:4]=1[C:5]([OH:7])=[O:6]. The yield is 1.00. (2) The reactants are I[C:2]1[CH:3]=[C:4]([CH2:8][CH2:9][N:10]2[CH2:15][CH2:14][N:13]([C:16]3[CH:25]=[CH:24][CH:23]=[C:22]4[C:17]=3[CH:18]=[CH:19][C:20]([CH3:26])=[N:21]4)[CH2:12][CH2:11]2)[CH:5]=[CH:6][CH:7]=1.[CH2:27]1[NH:31][C:30](=[O:32])[N:29]2[CH2:33][CH2:34][CH2:35][C@@H:28]12. No catalyst specified. The product is [CH3:26][C:20]1[CH:19]=[CH:18][C:17]2[C:22](=[CH:23][CH:24]=[CH:25][C:16]=2[N:13]2[CH2:14][CH2:15][N:10]([CH2:9][CH2:8][C:4]3[CH:3]=[C:2]([N:31]4[CH2:27][C@@H:28]5[CH2:35][CH2:34][CH2:33][N:29]5[C:30]4=[O:32])[CH:7]=[CH:6][CH:5]=3)[CH2:11][CH2:12]2)[N:21]=1. The yield is 0.600. (3) The reactants are [Cl:1][C:2]1[CH:3]=[C:4]([C:14]2([OH:21])[CH2:17][CH:16]([C:18]([OH:20])=O)[CH2:15]2)[CH:5]=[CH:6][C:7]=1[CH2:8][N:9]1[CH2:13][CH2:12][CH2:11][CH2:10]1.[CH3:22][NH:23][CH2:24][CH:25]([CH3:27])[CH3:26].C(P1(=O)OP(CCC)(=O)OP(CCC)(=O)O1)CC.[OH-].[Na+]. The catalyst is CCOC(C)=O. The product is [CH2:24]([N:23]([CH3:22])[C:18]([CH:16]1[CH2:17][C:14]([C:4]2[CH:5]=[CH:6][C:7]([CH2:8][N:9]3[CH2:13][CH2:12][CH2:11][CH2:10]3)=[C:2]([Cl:1])[CH:3]=2)([OH:21])[CH2:15]1)=[O:20])[CH:25]([CH3:27])[CH3:26]. The yield is 0.440. (4) The reactants are [CH2:1]1[CH:5]2[CH2:6][C:7](=[O:9])[CH2:8][CH:4]2[CH2:3][NH:2]1.[OH:10][CH2:11][C:12](O)=[O:13].Cl.C(N=C=NCCCN(C)C)C.C(N(CC)CC)C. The catalyst is C(#N)C. The product is [OH:13][CH2:12][C:11]([N:2]1[CH2:3][CH:4]2[CH2:8][C:7](=[O:9])[CH2:6][CH:5]2[CH2:1]1)=[O:10]. The yield is 0.640. (5) The reactants are CS(O[CH:6]1[CH2:9][N:8]([C:10]2[S:11][CH:12]=[C:13]([C:15]([N:17]3[CH2:21][CH2:20][CH2:19][CH2:18]3)=[O:16])[N:14]=2)[CH2:7]1)(=O)=O.[C:22]([O-:25])(=[S:24])[CH3:23].[K+]. The product is [C:22]([S:24][CH:6]1[CH2:7][N:8]([C:10]2[S:11][CH:12]=[C:13]([C:15]([N:17]3[CH2:18][CH2:19][CH2:20][CH2:21]3)=[O:16])[N:14]=2)[CH2:9]1)(=[O:25])[CH3:23]. The yield is 0.750. The catalyst is CN(C)C=O. (6) The reactants are [C:1]([C@H:4]1[CH2:10][C@H:9]2[C@:7]([CH3:11])([O:8]2)[C@H:6]([OH:12])[CH2:5]1)([CH3:3])=[CH2:2].N1C=CN=C1.[Si:18](Cl)([C:21]([CH3:24])([CH3:23])[CH3:22])([CH3:20])[CH3:19].O. The catalyst is CN(C)C=O. The product is [C:21]([Si:18]([O:12][C@@H:6]1[CH2:5][C@@H:4]([C:1]([CH3:3])=[CH2:2])[CH2:10][C@H:9]2[C@:7]1([CH3:11])[O:8]2)([CH3:20])[CH3:19])([CH3:24])([CH3:23])[CH3:22]. The yield is 0.910. (7) The reactants are [Br:1][C:2]1[CH:7]=[CH:6][C:5]([F:8])=[CH:4][C:3]=1[CH2:9][OH:10]. The catalyst is C(Cl)Cl.O=[Mn]=O. The product is [Br:1][C:2]1[CH:7]=[CH:6][C:5]([F:8])=[CH:4][C:3]=1[CH:9]=[O:10]. The yield is 0.920.